This data is from Reaction yield outcomes from USPTO patents with 853,638 reactions. The task is: Predict the reaction yield, written as a fraction of the theoretical maximum amount of product (1.0 means a 100% yield; for example, 0.34 means a 34% yield). (1) The reactants are S(Cl)(Cl)=O.[C:5]([NH:13][NH:14][C:15](=[O:22])[CH2:16][CH2:17][C:18]([O:20][CH3:21])=[O:19])(=O)[C:6]1[CH:11]=[CH:10][CH:9]=[CH:8][CH:7]=1.N1C=CC=CC=1. The catalyst is O1CCCC1. The product is [C:6]1([C:5]2[O:22][C:15]([CH2:16][CH2:17][C:18]([O:20][CH3:21])=[O:19])=[N:14][N:13]=2)[CH:7]=[CH:8][CH:9]=[CH:10][CH:11]=1. The yield is 0.720. (2) The reactants are [Cl:1][C:2]1[N:7]=[C:6]([CH3:8])[N:5]=[C:4]2[NH:9][N:10]=[CH:11][C:3]=12.[O:12]1[CH:17]=[CH:16][CH2:15][CH2:14][CH2:13]1.CC1C=CC(S(O)(=O)=O)=CC=1. The product is [Cl:1][C:2]1[N:7]=[C:6]([CH3:8])[N:5]=[C:4]2[N:9]([CH:13]3[CH2:14][CH2:15][CH2:16][CH2:17][O:12]3)[N:10]=[CH:11][C:3]=12. The yield is 0.989. The catalyst is CCOC(C)=O.